Predict the product of the given reaction. From a dataset of Forward reaction prediction with 1.9M reactions from USPTO patents (1976-2016). Given the reactants [CH3:1][C:2]([C:6]1[CH:11]=[CH:10][C:9]([C:12]2[O:16][CH:15]=[N:14][C:13]=2[CH3:17])=[CH:8][CH:7]=1)([CH3:5])[C:3]#[N:4].[Li+].C[Si]([N-][Si](C)(C)C)(C)C.[Cl:28]C(Cl)(Cl)C(Cl)(Cl)Cl, predict the reaction product. The product is: [Cl:28][C:15]1[O:16][C:12]([C:9]2[CH:8]=[CH:7][C:6]([C:2]([CH3:1])([CH3:5])[C:3]#[N:4])=[CH:11][CH:10]=2)=[C:13]([CH3:17])[N:14]=1.